This data is from Forward reaction prediction with 1.9M reactions from USPTO patents (1976-2016). The task is: Predict the product of the given reaction. (1) The product is: [F:39][C:40]1[CH:45]=[CH:44][C:43]([C:46]2[C:47]([CH2:55][O:56][C:57]3[CH:62]=[CH:61][C:60]([CH2:63][CH2:64][C:65]([OH:67])=[O:66])=[C:59]([CH3:70])[C:58]=3[CH3:71])=[C:48]([C:51]([F:54])([F:52])[F:53])[S:49][CH:50]=2)=[CH:42][CH:41]=1. Given the reactants CS(OCC1C(C2C=CC(F)=CC=2)=CSC=1C(F)(F)F)(=O)=O.CC1C(C)=C(O)C=CC=1CCC(OCC)=O.[F:39][C:40]1[CH:45]=[CH:44][C:43]([C:46]2[C:47]([CH2:55][O:56][C:57]3[CH:62]=[CH:61][C:60]([CH2:63][CH2:64][C:65]([O:67]CC)=[O:66])=[C:59]([CH3:70])[C:58]=3[CH3:71])=[C:48]([C:51]([F:54])([F:53])[F:52])[S:49][CH:50]=2)=[CH:42][CH:41]=1, predict the reaction product. (2) The product is: [CH:16]1([N:8]2[C:6]3[N:7]=[C:2]([NH:21][C:22]4[CH:23]=[CH:24][C:25]([N:28]5[C:33](=[O:34])[CH2:32][C@H:31]6[CH2:35][NH:36][CH2:37][C@H:30]6[CH2:29]5)=[CH:26][N:27]=4)[N:3]=[CH:4][C:5]=3[CH:10]=[C:9]2[C:11]([N:13]([CH3:15])[CH3:14])=[O:12])[CH2:20][CH2:19][CH2:18][CH2:17]1. Given the reactants Cl[C:2]1[N:3]=[CH:4][C:5]2[CH:10]=[C:9]([C:11]([N:13]([CH3:15])[CH3:14])=[O:12])[N:8]([CH:16]3[CH2:20][CH2:19][CH2:18][CH2:17]3)[C:6]=2[N:7]=1.[NH2:21][C:22]1[N:27]=[CH:26][C:25]([N:28]2[C:33](=[O:34])[CH2:32][C@H:31]3[CH2:35][N:36](C(OC(C)(C)C)=O)[CH2:37][C@H:30]3[CH2:29]2)=[CH:24][CH:23]=1, predict the reaction product.